This data is from Full USPTO retrosynthesis dataset with 1.9M reactions from patents (1976-2016). The task is: Predict the reactants needed to synthesize the given product. (1) Given the product [Cl:1][C:2]1[N:7]=[C:6]([NH:8][C:30]([C:27]2([C:25]3[CH:24]=[CH:23][C:21]4[O:22][C:18]([F:33])([F:17])[O:19][C:20]=4[CH:26]=3)[CH2:29][CH2:28]2)=[O:31])[CH:5]=[CH:4][C:3]=1[CH3:9], predict the reactants needed to synthesize it. The reactants are: [Cl:1][C:2]1[N:7]=[C:6]([NH2:8])[CH:5]=[CH:4][C:3]=1[CH3:9].CCN(CC)CC.[F:17][C:18]1([F:33])[O:22][C:21]2[CH:23]=[CH:24][C:25]([C:27]3([C:30](Cl)=[O:31])[CH2:29][CH2:28]3)=[CH:26][C:20]=2[O:19]1. (2) The reactants are: FC(F)(F)C1N=CC([OH:9])=CC=1.C(C1C=CC(CBr)=CC=1)#N.[OH:22][CH2:23][C:24]1[CH:31]=[CH:30][C:27]([C:28]#N)=[CH:26][CH:25]=1.F[C:33]1[CH:38]=[CH:37][C:36]([C:39]([F:42])([F:41])[F:40])=[CH:35][N:34]=1. Given the product [F:40][C:39]([F:42])([F:41])[C:36]1[CH:37]=[CH:38][C:33]([O:22][CH2:23][C:24]2[CH:31]=[CH:30][C:27]([CH:28]=[O:9])=[CH:26][CH:25]=2)=[N:34][CH:35]=1, predict the reactants needed to synthesize it. (3) Given the product [Br:27][C:17]1[CH:18]=[C:13]([CH2:12][S:9]([N:4]2[CH2:5][C@H:6]([CH3:8])[NH:7][C@H:2]([CH3:1])[CH2:3]2)(=[O:11])=[O:10])[CH:14]=[CH:15][C:16]=1[NH2:19], predict the reactants needed to synthesize it. The reactants are: [CH3:1][C@H:2]1[NH:7][C@@H:6]([CH3:8])[CH2:5][N:4]([S:9]([CH2:12][C:13]2[CH:18]=[CH:17][C:16]([NH2:19])=[CH:15][CH:14]=2)(=[O:11])=[O:10])[CH2:3]1.C1C(=O)N([Br:27])C(=O)C1. (4) Given the product [CH3:1][O:2][C:3](=[O:14])[C:4]1[CH:9]=[CH:8][CH:7]=[CH:6][C:5]=1[O:10][CH2:11][CH2:12][N:15]1[CH2:20][CH2:19][CH:18]([C:21]2[C:29]3[C:24](=[CH:25][CH:26]=[CH:27][CH:28]=3)[NH:23][CH:22]=2)[CH2:17][CH2:16]1, predict the reactants needed to synthesize it. The reactants are: [CH3:1][O:2][C:3](=[O:14])[C:4]1[CH:9]=[CH:8][CH:7]=[CH:6][C:5]=1[O:10][CH2:11][CH2:12]Cl.[NH:15]1[CH2:20][CH2:19][CH:18]([C:21]2[C:29]3[C:24](=[CH:25][CH:26]=[CH:27][CH:28]=3)[NH:23][CH:22]=2)[CH2:17][CH2:16]1.C(=O)([O-])[O-].[K+].[K+].[I-].[K+]. (5) The reactants are: B(Br)(Br)Br.C[O:6][C:7]1[C:12]2[CH2:13][C@@H:14]3[C:19]([CH3:21])([CH3:20])[C@:18]([CH3:22])([C:11]=2[CH:10]=[CH:9][CH:8]=1)[CH2:17][CH2:16][N:15]3[C:23]([C:25]1[CH:29]=[CH:28][O:27][C:26]=1[CH3:30])=[O:24].O. Given the product [OH:6][C:7]1[C:12]2[CH2:13][C@@H:14]3[C:19]([CH3:21])([CH3:20])[C@:18]([CH3:22])([C:11]=2[CH:10]=[CH:9][CH:8]=1)[CH2:17][CH2:16][N:15]3[C:23]([C:25]1[CH:29]=[CH:28][O:27][C:26]=1[CH3:30])=[O:24], predict the reactants needed to synthesize it. (6) Given the product [Br:35][CH2:8][CH2:7][O:6][C:5]1[CH:10]=[CH:11][C:12]([O:13][CH3:14])=[C:3]([O:2][CH3:1])[CH:4]=1, predict the reactants needed to synthesize it. The reactants are: [CH3:1][O:2][C:3]1[CH:4]=[C:5]([CH:10]=[CH:11][C:12]=1[O:13][CH3:14])[O:6][CH2:7][CH2:8]O.C1(P(C2C=CC=CC=2)C2C=CC=CC=2)C=CC=CC=1.C(Br)(Br)(Br)[Br:35].N#N. (7) The reactants are: [N+:1]([C:4]1[CH:5]=[C:6]2[C:10](=[CH:11][CH:12]=1)[NH:9][C:8]([C:13]([O:15][CH2:16][CH3:17])=[O:14])=[CH:7]2)([O-])=O.[H][H]. Given the product [NH2:1][C:4]1[CH:5]=[C:6]2[C:10](=[CH:11][CH:12]=1)[NH:9][C:8]([C:13]([O:15][CH2:16][CH3:17])=[O:14])=[CH:7]2, predict the reactants needed to synthesize it. (8) The reactants are: [F:1][C:2]([F:15])([F:14])[C:3]1[CH:4]=[C:5]([CH2:9][CH2:10][C:11](O)=[O:12])[CH:6]=[CH:7][CH:8]=1.B.CO.O. Given the product [F:1][C:2]([F:14])([F:15])[C:3]1[CH:4]=[C:5]([CH2:9][CH2:10][CH2:11][OH:12])[CH:6]=[CH:7][CH:8]=1, predict the reactants needed to synthesize it. (9) Given the product [OH:1][C:2]1[C:9]([OH:10])=[CH:8][C:5]([C:6]#[N:7])=[C:4]([CH2:12][C:13]2[CH:18]=[CH:17][C:16]([OH:19])=[CH:15][CH:14]=2)[C:3]=1[C:21]#[N:22], predict the reactants needed to synthesize it. The reactants are: [OH:1][C:2]1[C:9]([O:10]C)=[CH:8][C:5]([C:6]#[N:7])=[C:4]([CH2:12][C:13]2[CH:18]=[CH:17][C:16]([O:19]C)=[CH:15][CH:14]=2)[C:3]=1[C:21]#[N:22].COC1C=CC(CB2OC(C)(C)C(C)(C)O2)=CC=1.BrC1C(C#N)=C(O)C(OC)=CC=1C#N.